This data is from Forward reaction prediction with 1.9M reactions from USPTO patents (1976-2016). The task is: Predict the product of the given reaction. (1) Given the reactants Cl[CH2:2][CH2:3][CH2:4][CH2:5][C:6]([C:8]1[CH:13]=[CH:12][CH:11]=[CH:10][C:9]=1[Cl:14])=[O:7].[NH:15]1[CH2:20][CH2:19][CH:18]([C:21]2[CH:22]=[C:23]([NH:27][C:28](=[O:31])[CH2:29][CH3:30])[CH:24]=[CH:25][CH:26]=2)[CH2:17][CH2:16]1, predict the reaction product. The product is: [Cl:14][C:9]1[CH:10]=[CH:11][CH:12]=[CH:13][C:8]=1[C:6](=[O:7])[CH2:5][CH2:4][CH2:3][CH2:2][N:15]1[CH2:20][CH2:19][CH:18]([C:21]2[CH:22]=[C:23]([NH:27][C:28](=[O:31])[CH2:29][CH3:30])[CH:24]=[CH:25][CH:26]=2)[CH2:17][CH2:16]1. (2) Given the reactants [C:1]1([CH2:7][C:8]#N)[CH:6]=[CH:5][CH:4]=[CH:3][CH:2]=1.[H-].[Na+].[CH3:12]I.C[N:15]([CH:17]=O)C, predict the reaction product. The product is: [CH3:12][C:7]([C:1]1[CH:6]=[CH:5][CH:4]=[CH:3][CH:2]=1)([CH3:8])[C:17]#[N:15]. (3) Given the reactants [NH:1]([C:3]1[N:8]=[C:7]([NH:9][CH2:10][CH2:11][O:12][CH3:13])[C:6]([C:14]#[N:15])=[CH:5][N:4]=1)[NH2:2].[C:16]([CH:19]1[C:24](=[O:25])[CH2:23][C:22]([CH3:27])([CH3:26])[CH2:21][C:20]1=O)(=O)[CH3:17], predict the reaction product. The product is: [CH3:13][O:12][CH2:11][CH2:10][NH:9][C:7]1[C:6]([C:14]#[N:15])=[CH:5][N:4]=[C:3]([N:1]2[C:20]3[CH2:21][C:22]([CH3:26])([CH3:27])[CH2:23][C:24](=[O:25])[C:19]=3[C:16]([CH3:17])=[N:2]2)[N:8]=1. (4) Given the reactants [C:1]([C:5]1[CH:9]=[C:8]([NH2:10])[O:7][N:6]=1)([CH3:4])([CH3:3])[CH3:2].[C:11](Cl)(=[O:19])[O:12][C:13]1[CH:18]=[CH:17][CH:16]=[CH:15][CH:14]=1.C(N(CC)CC)C, predict the reaction product. The product is: [C:1]([C:5]1[CH:9]=[C:8]([NH:10][C:11](=[O:19])[O:12][C:13]2[CH:18]=[CH:17][CH:16]=[CH:15][CH:14]=2)[O:7][N:6]=1)([CH3:4])([CH3:3])[CH3:2]. (5) Given the reactants [C:1]([Si:5]([CH3:41])([CH3:40])[O:6][CH:7]([CH:19]([NH:27][C:28]([C:30]1[CH:39]=[N:38][C:37]2[C:32](=[CH:33][CH:34]=[CH:35][CH:36]=2)[N:31]=1)=[O:29])[CH2:20][C:21]1[CH:26]=[CH:25][CH:24]=[CH:23][CH:22]=1)[CH2:8][CH:9]([CH2:13][CH2:14][C:15]([F:18])([CH3:17])[CH3:16])[C:10](O)=[O:11])([CH3:4])([CH3:3])[CH3:2].[CH2:42]([CH2:44][NH2:45])[OH:43].ON1C2C=CC=CC=2N=N1.Cl.CN(C)CCCN=C=NCC.C(N(CC)CC)C, predict the reaction product. The product is: [CH2:20]([CH:19]([NH:27][C:28]([C:30]1[CH:39]=[N:38][C:37]2[C:32](=[CH:33][CH:34]=[CH:35][CH:36]=2)[N:31]=1)=[O:29])[CH:7]([O:6][Si:5]([C:1]([CH3:4])([CH3:3])[CH3:2])([CH3:41])[CH3:40])[CH2:8][CH:9]([C:10](=[O:11])[NH:45][CH2:44][CH2:42][OH:43])[CH2:13][CH2:14][C:15]([F:18])([CH3:17])[CH3:16])[C:21]1[CH:26]=[CH:25][CH:24]=[CH:23][CH:22]=1. (6) Given the reactants S([O:8][S:9]([C:12]([F:15])([F:14])[F:13])(=[O:11])=[O:10])(C(F)(F)F)(=O)=O.C(C1C=CC=C(C(C)(C)C)N=1)(C)(C)C.O[CH2:31][CH2:32][CH2:33][S:34][CH:35]1[CH2:39][CH2:38][O:37][C:36]1=[O:40], predict the reaction product. The product is: [F:15][C:12]([F:13])([F:14])[S:9]([O:8][CH2:31][CH2:32][CH2:33][S:34][CH:35]1[CH2:39][CH2:38][O:37][C:36]1=[O:40])(=[O:10])=[O:11]. (7) Given the reactants C([NH:4][C:5]1[CH:10]=[CH:9][C:8]([C:11]2[C:12]3[NH:16][C:15]([CH:17]=[C:18]4[N:42]=[C:21]([C:22]([C:34]5[CH:39]=[CH:38][C:37]([O:40][CH3:41])=[CH:36][CH:35]=5)=[C:23]5[NH:33][C:26](=[CH:27][C:28]6[CH:29]=[CH:30][C:31]=2[N:32]=6)[CH:25]=[CH:24]5)[CH:20]=[CH:19]4)=[CH:14][CH:13]=3)=[CH:7][CH:6]=1)(=O)C, predict the reaction product. The product is: [NH2:4][C:5]1[CH:6]=[CH:7][C:8]([C:11]2[C:12]3[NH:16][C:15]([CH:17]=[C:18]4[N:42]=[C:21]([C:22]([C:34]5[CH:35]=[CH:36][C:37]([O:40][CH3:41])=[CH:38][CH:39]=5)=[C:23]5[NH:33][C:26](=[CH:27][C:28]6[CH:29]=[CH:30][C:31]=2[N:32]=6)[CH:25]=[CH:24]5)[CH:20]=[CH:19]4)=[CH:14][CH:13]=3)=[CH:9][CH:10]=1.